From a dataset of Reaction yield outcomes from USPTO patents with 853,638 reactions. Predict the reaction yield, written as a fraction of the theoretical maximum amount of product (1.0 means a 100% yield; for example, 0.34 means a 34% yield). The reactants are [CH3:1][CH:2]([CH3:18])[CH2:3][C@H:4]([NH2:17])[C:5]1[CH:10]=[CH:9][CH:8]=[CH:7][C:6]=1[N:11]1[CH2:16][CH2:15][CH2:14][CH2:13][CH2:12]1.[CH2:19]([O:21][C:22]1[CH:23]=[C:24]([CH2:33][C:34]([OH:36])=O)[CH:25]=[CH:26][C:27]=1[C:28]([O:30]CC)=O)[CH3:20].[C:37]1(B(O)O)[CH:42]=[CH:41][CH:40]=[CH:39][CH:38]=1. The catalyst is C1(C)C=CC=CC=1. The product is [CH2:19]([O:21][C:22]1[CH:23]=[C:24]([CH2:33][C:34]([NH:17][C@H:4]([C:37]2[CH:42]=[CH:41][CH:40]=[CH:39][C:38]=2[N:11]2[CH2:12][CH2:13][CH2:14][CH2:15][CH2:16]2)[CH2:3][CH:2]([CH3:18])[CH3:1])=[O:36])[CH:25]=[CH:26][C:27]=1[C:28]([NH:17][C@H:4]([C:5]1[CH:10]=[CH:9][CH:8]=[CH:7][C:6]=1[N:11]1[CH2:16][CH2:15][CH2:14][CH2:13][CH2:12]1)[CH2:3][CH:2]([CH3:18])[CH3:1])=[O:30])[CH3:20]. The yield is 0.300.